From a dataset of Reaction yield outcomes from USPTO patents with 853,638 reactions. Predict the reaction yield, written as a fraction of the theoretical maximum amount of product (1.0 means a 100% yield; for example, 0.34 means a 34% yield). (1) The reactants are Br[C:2]1[CH:7]=[CH:6][C:5]([C:8]([F:11])([F:10])[F:9])=[CH:4][N:3]=1.[CH3:12][O:13][C:14]1[CH:19]=[C:18](B2OC(C)(C)C(C)(C)O2)[CH:17]=[CH:16][N:15]=1.C([O-])([O-])=O.[K+].[K+]. The catalyst is CS(C)=O.Cl[Pd]Cl. The product is [CH3:12][O:13][C:14]1[CH:19]=[C:18]([C:2]2[CH:7]=[CH:6][C:5]([C:8]([F:11])([F:10])[F:9])=[CH:4][N:3]=2)[CH:17]=[CH:16][N:15]=1. The yield is 0.620. (2) The yield is 0.710. The catalyst is CC(N(C)C)=O.CO.C(Cl)Cl. The reactants are [CH3:1][C:2]1[CH:8]=[CH:7][C:5]([NH2:6])=[CH:4][C:3]=1[C:9]1[CH:14]=[C:13]([O:15][CH2:16][CH2:17][O:18][CH:19]2[CH2:24][CH2:23][CH2:22][CH2:21][O:20]2)[N:12]=[C:11]([N:25]2[CH2:30][CH2:29][O:28][CH2:27][C@H:26]2[CH3:31])[CH:10]=1.[F:32][C:33]([F:44])([F:43])[C:34]1[CH:35]=[C:36]([CH:40]=[CH:41][CH:42]=1)[C:37](O)=[O:38].C1C=NC2N(O)N=NC=2C=1.CCN(C(C)C)C(C)C.C(Cl)CCl. The product is [CH3:1][C:2]1[CH:8]=[CH:7][C:5]([NH:6][C:37](=[O:38])[C:36]2[CH:40]=[CH:41][CH:42]=[C:34]([C:33]([F:32])([F:43])[F:44])[CH:35]=2)=[CH:4][C:3]=1[C:9]1[CH:14]=[C:13]([O:15][CH2:16][CH2:17][O:18][CH:19]2[CH2:24][CH2:23][CH2:22][CH2:21][O:20]2)[N:12]=[C:11]([N:25]2[CH2:30][CH2:29][O:28][CH2:27][C@H:26]2[CH3:31])[CH:10]=1.